From a dataset of Full USPTO retrosynthesis dataset with 1.9M reactions from patents (1976-2016). Predict the reactants needed to synthesize the given product. (1) Given the product [Cl:50][C:28]1[CH:29]=[C:30](/[C:33](/[C:40]2[CH:45]=[CH:44][C:43]([CH2:46][CH3:47])=[C:42]([O:48][CH3:49])[N:41]=2)=[CH:34]\[CH:35]2[CH2:39][CH2:38][CH2:37][CH2:36]2)[CH:31]=[CH:32][C:27]=1[S:26][CH2:25][CH2:24][CH2:23][N:9]([CH2:10][CH3:11])[CH2:7][CH3:8], predict the reactants needed to synthesize it. The reactants are: C(=O)([O-])[O-].[K+].[K+].[CH2:7]([NH:9][CH2:10][CH3:11])[CH3:8].CC1C=CC(S(O[CH2:23][CH2:24][CH2:25][S:26][C:27]2[CH:32]=[CH:31][C:30](/[C:33](/[C:40]3[CH:45]=[CH:44][C:43]([CH2:46][CH3:47])=[C:42]([O:48][CH3:49])[N:41]=3)=[CH:34]\[CH:35]3[CH2:39][CH2:38][CH2:37][CH2:36]3)=[CH:29][C:28]=2[Cl:50])(=O)=O)=CC=1.O. (2) Given the product [C:1]([O:5][C:6]([NH:8][CH2:9][CH2:10][O:11][C:12]1[CH:20]=[C:19]([S:21][CH3:22])[CH:18]=[CH:17][C:13]=1[C:14]([NH:39][C:33]1[CH:34]=[CH:35][C:36]([F:38])=[CH:37][C:32]=1[C:31]([NH:30][C:27]1[CH:26]=[CH:25][C:24]([Cl:23])=[CH:29][N:28]=1)=[O:40])=[O:16])=[O:7])([CH3:2])([CH3:3])[CH3:4], predict the reactants needed to synthesize it. The reactants are: [C:1]([O:5][C:6]([NH:8][CH2:9][CH2:10][O:11][C:12]1[CH:20]=[C:19]([S:21][CH3:22])[CH:18]=[CH:17][C:13]=1[C:14]([OH:16])=O)=[O:7])([CH3:4])([CH3:3])[CH3:2].[Cl:23][C:24]1[CH:25]=[CH:26][C:27]([NH:30][C:31](=[O:40])[C:32]2[CH:37]=[C:36]([F:38])[CH:35]=[CH:34][C:33]=2[NH2:39])=[N:28][CH:29]=1.